This data is from Full USPTO retrosynthesis dataset with 1.9M reactions from patents (1976-2016). The task is: Predict the reactants needed to synthesize the given product. Given the product [CH:3]([CH:4]1[CH2:11][CH2:10][CH2:9][CH2:8][CH2:7][C:6]1=[O:13])=[O:5], predict the reactants needed to synthesize it. The reactants are: [H-].[Na+].[CH2:3]([OH:5])[CH3:4].[C:6]1(=[O:13])C[CH2:11][CH2:10][CH2:9][CH2:8][CH2:7]1.C(OCC)=O.